Dataset: Forward reaction prediction with 1.9M reactions from USPTO patents (1976-2016). Task: Predict the product of the given reaction. (1) Given the reactants [CH:1]1[C:18]2[C:5](=[CH:6][C:7]3[C:16]([CH:17]=2)=[CH:15][C:14]2[C:9](=[CH:10][CH:11]=[CH:12][CH:13]=2)[CH:8]=3)[CH:4]=[CH:3][CH:2]=1.C1C(=O)N([Br:26])C(=O)C1.CC(N=NC(C#N)(C)C)(C#N)C, predict the reaction product. The product is: [Br:26][C:3]1[CH:4]=[C:5]2[C:18]([CH:17]=[C:16]3[C:7](=[CH:6]2)[CH:8]=[C:9]2[C:14]([CH:13]=[CH:12][CH:11]=[CH:10]2)=[CH:15]3)=[CH:1][CH:2]=1. (2) Given the reactants C(N(CC)CC)C.[S:8](Cl)([CH3:11])(=[O:10])=[O:9].[F:13][C:14]1[CH:19]=[CH:18][C:17]([C:20]2[CH:21]=[CH:22][C:23]([N:26]3[CH2:35][CH2:34][C:29]4([CH2:32][CH:31]([OH:33])[CH2:30]4)[CH2:28][CH2:27]3)=[N:24][CH:25]=2)=[CH:16][CH:15]=1, predict the reaction product. The product is: [CH3:11][S:8]([O:33][CH:31]1[CH2:30][C:29]2([CH2:34][CH2:35][N:26]([C:23]3[CH:22]=[CH:21][C:20]([C:17]4[CH:16]=[CH:15][C:14]([F:13])=[CH:19][CH:18]=4)=[CH:25][N:24]=3)[CH2:27][CH2:28]2)[CH2:32]1)(=[O:10])=[O:9]. (3) Given the reactants [CH2:1]([O:3][C:4](=[O:21])[C:5](=O)/[CH:6]=[C:7](/[C:9]1[CH:14]=[CH:13][CH:12]=[C:11]([O:15][C:16]([F:19])([F:18])[F:17])[CH:10]=1)\[O-])[CH3:2].[Li+].Cl.[Cl:24][C:25]1[CH:26]=[C:27]([NH:31][NH2:32])[CH:28]=[CH:29][CH:30]=1, predict the reaction product. The product is: [Cl:24][C:25]1[CH:26]=[C:27]([N:31]2[C:7]([C:9]3[CH:14]=[CH:13][CH:12]=[C:11]([O:15][C:16]([F:19])([F:18])[F:17])[CH:10]=3)=[CH:6][C:5]([C:4]([O:3][CH2:1][CH3:2])=[O:21])=[N:32]2)[CH:28]=[CH:29][CH:30]=1. (4) Given the reactants C(OC([N:8]([CH2:21][CH:22]1[CH2:27][CH2:26][N:25]([C:28]2[O:29][C:30]3[CH:36]=[CH:35][C:34]([C:37]([OH:39])=[O:38])=[CH:33][C:31]=3[N:32]=2)[CH2:24][CH:23]1[C:40]1[CH:45]=[CH:44][CH:43]=[C:42]([F:46])[CH:41]=1)[C@@H:9]([C:11]1[C:20]2[C:15](=[CH:16][CH:17]=[CH:18][CH:19]=2)[CH:14]=[CH:13][CH:12]=1)[CH3:10])=O)(C)(C)C.[ClH:47].C(OCC)(=O)C.C(OC(C)C)(C)C, predict the reaction product. The product is: [ClH:47].[F:46][C:42]1[CH:41]=[C:40]([CH:23]2[CH:22]([CH2:21][NH:8][C@@H:9]([C:11]3[C:20]4[C:15](=[CH:16][CH:17]=[CH:18][CH:19]=4)[CH:14]=[CH:13][CH:12]=3)[CH3:10])[CH2:27][CH2:26][N:25]([C:28]3[O:29][C:30]4[CH:36]=[CH:35][C:34]([C:37]([OH:39])=[O:38])=[CH:33][C:31]=4[N:32]=3)[CH2:24]2)[CH:45]=[CH:44][CH:43]=1. (5) Given the reactants [NH2:1][C:2]1[CH:10]=[CH:9][C:5]2[N:6]=[CH:7][NH:8][C:4]=2[CH:3]=1.[CH3:11][O:12][C:13]1[CH:20]=[CH:19][CH:18]=[CH:17][C:14]=1[CH:15]=O.[Si](C#N)(C)(C)C.[N:27]1([C:32](N2C=CN=C2)=[O:33])C=CN=[CH:28]1, predict the reaction product. The product is: [NH:6]1[C:5]2[CH:9]=[CH:10][C:2]([N:1]3[CH:15]([C:14]4[CH:17]=[CH:18][CH:19]=[CH:20][C:13]=4[O:12][CH3:11])[CH2:28][NH:27][C:32]3=[O:33])=[CH:3][C:4]=2[N:8]=[CH:7]1.